Task: Predict the reactants needed to synthesize the given product.. Dataset: Full USPTO retrosynthesis dataset with 1.9M reactions from patents (1976-2016) (1) Given the product [CH2:18]([O:17][C:15]([C:14]1[N:5]2[N:4]=[C:3]([Cl:2])[CH:8]=[CH:7][C:6]2=[N:9][CH:10]=1)=[O:16])[CH3:19], predict the reactants needed to synthesize it. The reactants are: [Br-].[Cl:2][C:3]1[N:4]=[N+:5]([CH2:14][C:15]([O:17][CH2:18][CH3:19])=[O:16])[C:6]([N:9]=[CH:10]N(C)C)=[CH:7][CH:8]=1.C(N(C(C)C)CC)(C)C. (2) Given the product [Cl:16][C:17]1[CH:22]=[C:21]([Cl:23])[CH:20]=[C:19]([CH3:24])[C:18]=1[S:25]([NH:1][C:2]1[S:3][C:4]2[CH2:10][CH:9]([NH:11][C:12](=[O:15])[CH2:13][CH3:14])[CH2:8][CH2:7][C:5]=2[N:6]=1)(=[O:27])=[O:26], predict the reactants needed to synthesize it. The reactants are: [NH2:1][C:2]1[S:3][C:4]2[CH2:10][CH:9]([NH:11][C:12](=[O:15])[CH2:13][CH3:14])[CH2:8][CH2:7][C:5]=2[N:6]=1.[Cl:16][C:17]1[CH:22]=[C:21]([Cl:23])[CH:20]=[C:19]([CH3:24])[C:18]=1[S:25](Cl)(=[O:27])=[O:26]. (3) Given the product [Br:40][C:36]1[CH:35]=[C:34]([Si:21]([C:28]2[CH:29]=[CH:30][CH:31]=[CH:32][CH:33]=2)([C:17]2[CH:16]=[CH:15][CH:20]=[CH:19][CH:18]=2)[C:22]2[CH:23]=[C:24]([N:12]3[C:11]4[CH:10]=[CH:9][CH:8]=[CH:7][C:6]=4[C:5]4[C:13]3=[CH:1][CH:2]=[CH:3][CH:4]=4)[CH:25]=[CH:26][CH:27]=2)[CH:39]=[CH:38][CH:37]=1, predict the reactants needed to synthesize it. The reactants are: [CH:1]1[C:13]2[NH:12][C:11]3[C:6](=[CH:7][CH:8]=[CH:9][CH:10]=3)[C:5]=2[CH:4]=[CH:3][CH:2]=1.Br[C:15]1[CH:16]=[C:17]([Si:21]([C:34]2[CH:39]=[CH:38][CH:37]=[C:36]([Br:40])[CH:35]=2)([C:28]2[CH:33]=[CH:32][CH:31]=[CH:30][CH:29]=2)[C:22]2[CH:27]=[CH:26][CH:25]=[CH:24][CH:23]=2)[CH:18]=[CH:19][CH:20]=1.CC(C)([O-])C.[Na+]. (4) Given the product [CH2:1]([O:8][C:9]([NH:11][C:12]12[CH2:19][CH2:18][C:15]([C:20]([OH:22])=[O:21])([CH2:16][CH2:17]1)[CH2:14][CH2:13]2)=[O:10])[C:2]1[CH:3]=[CH:4][CH:5]=[CH:6][CH:7]=1, predict the reactants needed to synthesize it. The reactants are: [CH2:1]([O:8][C:9]([NH:11][C:12]12[CH2:19][CH2:18][C:15]([C:20]([O:22]C)=[O:21])([CH2:16][CH2:17]1)[CH2:14][CH2:13]2)=[O:10])[C:2]1[CH:7]=[CH:6][CH:5]=[CH:4][CH:3]=1.[OH-].[Na+]. (5) Given the product [CH2:12]([O:11][C:9]([N:6]1[CH2:7][CH2:8][CH:3]([CH2:2][NH:1][C:29]2[C:30]([Cl:37])=[C:31]([Cl:36])[N:32]=[C:33]([Cl:35])[N:34]=2)[CH2:4][CH2:5]1)=[O:10])[C:13]1[CH:14]=[CH:15][CH:16]=[CH:17][CH:18]=1, predict the reactants needed to synthesize it. The reactants are: [NH2:1][CH2:2][CH:3]1[CH2:8][CH2:7][N:6]([C:9]([O:11][CH2:12][C:13]2[CH:18]=[CH:17][CH:16]=[CH:15][CH:14]=2)=[O:10])[CH2:5][CH2:4]1.C(N(CC)C(C)C)(C)C.Cl[C:29]1[N:34]=[C:33]([Cl:35])[N:32]=[C:31]([Cl:36])[C:30]=1[Cl:37]. (6) Given the product [CH3:17][O:18][C:19](=[O:28])[C:20]1[CH:25]=[CH:24][C:23]([CH3:26])=[C:22]([NH:27][CH2:2][C:3]([C:5]2[CH:6]=[N:7][N:8]([C:11]3[CH:16]=[CH:15][CH:14]=[CH:13][CH:12]=3)[C:9]=2[CH3:10])=[O:4])[CH:21]=1, predict the reactants needed to synthesize it. The reactants are: Br[CH2:2][C:3]([C:5]1[CH:6]=[N:7][N:8]([C:11]2[CH:16]=[CH:15][CH:14]=[CH:13][CH:12]=2)[C:9]=1[CH3:10])=[O:4].[CH3:17][O:18][C:19](=[O:28])[C:20]1[CH:25]=[CH:24][C:23]([CH3:26])=[C:22]([NH2:27])[CH:21]=1.